Dataset: Peptide-MHC class I binding affinity with 185,985 pairs from IEDB/IMGT. Task: Regression. Given a peptide amino acid sequence and an MHC pseudo amino acid sequence, predict their binding affinity value. This is MHC class I binding data. (1) The peptide sequence is VPLRPMTY. The MHC is HLA-A30:02 with pseudo-sequence HLA-A30:02. The binding affinity (normalized) is 0.116. (2) The peptide sequence is FSNTIQSYK. The MHC is HLA-A11:01 with pseudo-sequence HLA-A11:01. The binding affinity (normalized) is 0.778. (3) The peptide sequence is NLFEIEWEE. The MHC is HLA-A26:01 with pseudo-sequence HLA-A26:01. The binding affinity (normalized) is 0.0847. (4) The peptide sequence is RPTTGRTSL. The binding affinity (normalized) is 0. The MHC is Patr-A0701 with pseudo-sequence Patr-A0701. (5) The peptide sequence is WLYGYNFII. The MHC is HLA-A02:01 with pseudo-sequence HLA-A02:01. The binding affinity (normalized) is 1.00. (6) The peptide sequence is KMDVTPLDY. The MHC is HLA-A02:16 with pseudo-sequence HLA-A02:16. The binding affinity (normalized) is 0.0847. (7) The binding affinity (normalized) is 0. The peptide sequence is KAAFDLSHFL. The MHC is HLA-A33:01 with pseudo-sequence HLA-A33:01.